This data is from Full USPTO retrosynthesis dataset with 1.9M reactions from patents (1976-2016). The task is: Predict the reactants needed to synthesize the given product. (1) Given the product [Cl:1][C:2]1[CH:3]=[C:4]([N:8]2[C:12]([C:13]3[CH:18]=[CH:17][CH:16]=[CH:15][CH:14]=3)=[CH:11][C:10]([C:19]([OH:21])=[O:20])=[N:9]2)[CH:5]=[CH:6][CH:7]=1, predict the reactants needed to synthesize it. The reactants are: [Cl:1][C:2]1[CH:3]=[C:4]([N:8]2[C:12]([C:13]3[CH:18]=[CH:17][CH:16]=[CH:15][CH:14]=3)=[CH:11][C:10]([C:19]([O:21]CC)=[O:20])=[N:9]2)[CH:5]=[CH:6][CH:7]=1.[OH-].[K+]. (2) Given the product [Br:1][C:2]1[CH:23]=[C:22]([CH:21]=[C:4]([CH2:5][O:6][C:7]2[CH:12]=[CH:11][CH:10]=[CH:9][C:8]=2[CH2:13][C:14]([O:16][C:17]([CH3:20])([CH3:19])[CH3:18])=[O:15])[CH:3]=1)[C:24]([O:26][CH3:30])=[O:25], predict the reactants needed to synthesize it. The reactants are: [Br:1][C:2]1[CH:3]=[C:4]([CH:21]=[C:22]([CH:24]=[O:25])[CH:23]=1)[CH2:5][O:6][C:7]1[CH:12]=[CH:11][CH:10]=[CH:9][C:8]=1[CH2:13][C:14]([O:16][C:17]([CH3:20])([CH3:19])[CH3:18])=[O:15].[OH-:26].[K+].II.[CH3:30]O. (3) Given the product [CH:16]1[C:12]2[C:13](=[O:14])[NH:1][C:4]3[CH:9]=[CH:8][CH:7]=[CH:6][C:5]=3[S:10][C:11]=2[CH:19]=[CH:18][CH:17]=1, predict the reactants needed to synthesize it. The reactants are: [N+:1]([C:4]1[CH:9]=[CH:8][CH:7]=[CH:6][C:5]=1[S:10][C:11]1[CH:19]=[CH:18][CH:17]=[CH:16][C:12]=1[C:13](O)=[O:14])([O-])=O.[O-]S(S([O-])=O)=O.[Na+].[Na+]. (4) Given the product [F:22][CH:2]([F:1])[O:3][C:4]1[CH:9]=[CH:8][C:7]([C:10]2[CH2:14][C:13]([CH3:18])([C:15]([NH:37][C@@H:30]([C:31]3[CH:36]=[CH:35][CH:34]=[CH:33][CH:32]=3)[CH3:29])=[O:17])[O:12][N:11]=2)=[CH:6][C:5]=1[O:19][CH2:20][CH3:21], predict the reactants needed to synthesize it. The reactants are: [F:1][CH:2]([F:22])[O:3][C:4]1[CH:9]=[CH:8][C:7]([C:10]2[CH2:14][C:13]([CH3:18])([C:15]([OH:17])=O)[O:12][N:11]=2)=[CH:6][C:5]=1[O:19][CH2:20][CH3:21].C(Cl)(=O)C(Cl)=O.[CH3:29][CH:30]([NH2:37])[C:31]1[CH:36]=[CH:35][CH:34]=[CH:33][CH:32]=1. (5) Given the product [Cl:16][C:17]1[CH:24]=[CH:23][CH:22]=[C:21]([F:25])[C:18]=1[CH2:19][C:10]1[S:11][C:5]2[C:4]([CH2:12][CH:13]([CH3:15])[CH3:14])=[N:3][N:2]([CH3:1])[C:7](=[O:8])[C:6]=2[CH:9]=1, predict the reactants needed to synthesize it. The reactants are: [CH3:1][N:2]1[C:7](=[O:8])[C:6]2[CH:9]=[CH:10][S:11][C:5]=2[C:4]([CH2:12][CH:13]([CH3:15])[CH3:14])=[N:3]1.[Cl:16][C:17]1[CH:24]=[CH:23][CH:22]=[C:21]([F:25])[C:18]=1[CH:19]=O. (6) Given the product [CH:1]1([N:6]2[C:10]3[N:11]=[C:12]([NH:15][C:16]4[CH:17]=[CH:18][C:19]([N:22]5[CH2:27][CH2:26][NH:25][CH2:24][CH2:23]5)=[CH:20][N:21]=4)[N:13]=[CH:14][C:9]=3[C:8]3[CH:35]=[CH:36][C:37]([O:39][CH3:40])=[N:38][C:7]2=3)[CH2:2][CH2:3][CH2:4][CH2:5]1, predict the reactants needed to synthesize it. The reactants are: [CH:1]1([N:6]2[C:10]3[N:11]=[C:12]([NH:15][C:16]4[N:21]=[CH:20][C:19]([N:22]5[CH2:27][CH2:26][N:25](C(OC(C)(C)C)=O)[CH2:24][CH2:23]5)=[CH:18][CH:17]=4)[N:13]=[CH:14][C:9]=3[C:8]3[CH:35]=[CH:36][C:37]([O:39][CH3:40])=[N:38][C:7]2=3)[CH2:5][CH2:4][CH2:3][CH2:2]1.FC(F)(F)C(O)=O.C([O-])([O-])=O.[K+].[K+].Cl. (7) Given the product [CH2:35]([O:37][C:38]([N:40]1[CH2:41][CH2:42][N:43]([C:14](=[O:15])[C@@H:13]([NH:17][C:18]([O:20][CH2:21][CH:22]2[C:23]3[CH:24]=[CH:25][CH:26]=[CH:27][C:28]=3[C:29]3[C:34]2=[CH:33][CH:32]=[CH:31][CH:30]=3)=[O:19])[CH2:12][CH2:11][CH2:10][CH2:9][O:8][CH2:1][C:2]2[CH:7]=[CH:6][CH:5]=[CH:4][CH:3]=2)[CH2:44][CH2:45]1)=[O:39])[CH3:36], predict the reactants needed to synthesize it. The reactants are: [CH2:1]([O:8][CH2:9][CH2:10][CH2:11][CH2:12][C@H:13]([NH:17][C:18]([O:20][CH2:21][CH:22]1[C:34]2[CH:33]=[CH:32][CH:31]=[CH:30][C:29]=2[C:28]2[C:23]1=[CH:24][CH:25]=[CH:26][CH:27]=2)=[O:19])[C:14](O)=[O:15])[C:2]1[CH:7]=[CH:6][CH:5]=[CH:4][CH:3]=1.[CH2:35]([O:37][C:38]([N:40]1[CH2:45][CH2:44][NH:43][CH2:42][CH2:41]1)=[O:39])[CH3:36].C(N1CCOCC1)C.[B-](F)(F)(F)F.CCOC(C(C#N)=NOC(N(C)C)=[N+](C)C)=O.